This data is from Forward reaction prediction with 1.9M reactions from USPTO patents (1976-2016). The task is: Predict the product of the given reaction. (1) Given the reactants [NH2:1][C:2]1[CH:33]=[CH:32][C:5]([C:6]([NH:8][C:9]2[CH:14]=[CH:13][CH:12]=[C:11]([NH:15][C:16]3[CH:21]=[C:20]([C:22]4[C:30]5[C:25](=[CH:26][CH:27]=[CH:28][CH:29]=5)[NH:24][CH:23]=4)[C:19]([Cl:31])=[CH:18][N:17]=3)[CH:10]=2)=[O:7])=[CH:4][CH:3]=1.C[CH2:35][N:36]([CH:40]([CH3:42])C)[CH:37](C)C.BrC/C=[CH:46]/[C:47](Cl)=[O:48].CNC, predict the reaction product. The product is: [Cl:31][C:19]1[C:20]([C:22]2[C:30]3[C:25](=[CH:26][CH:27]=[CH:28][CH:29]=3)[NH:24][CH:23]=2)=[CH:21][C:16]([NH:15][C:11]2[CH:10]=[C:9]([NH:8][C:6](=[O:7])[C:5]3[CH:32]=[CH:33][C:2]([NH:1][C:47](=[O:48])/[CH:46]=[CH:42]/[CH2:40][N:36]([CH3:35])[CH3:37])=[CH:3][CH:4]=3)[CH:14]=[CH:13][CH:12]=2)=[N:17][CH:18]=1. (2) Given the reactants [C@:1]12([CH3:11])[C:8]([CH3:10])([CH3:9])[CH:5]([CH2:6][CH2:7]1)[CH2:4][C:2]2=[S:3].[CH2:12]([Mg]Br)[CH:13]=[CH2:14].Cl, predict the reaction product. The product is: [CH3:11][C:1]12[C:8]([CH3:10])([CH3:9])[CH:5]([CH2:6][CH2:7]1)[CH2:4][C:2]2([CH2:14][CH:13]=[CH2:12])[SH:3]. (3) Given the reactants CC(C)([O-])C.[Na+].[F:7][C:8]1[CH:9]=[C:10]2[C:16]3([CH2:21][CH2:20][N:19]([CH:22]4[CH2:27][CH2:26][NH:25][CH2:24][CH2:23]4)[CH2:18][CH2:17]3)[CH2:15][N:14]([C:28]([N:30]([CH3:32])[CH3:31])=[O:29])[C:11]2=[CH:12][CH:13]=1.I[C:34]1[CH:39]=[N:38][CH:37]=[CH:36][N:35]=1.O1CCOCC1, predict the reaction product. The product is: [F:7][C:8]1[CH:9]=[C:10]2[C:16]3([CH2:21][CH2:20][N:19]([CH:22]4[CH2:27][CH2:26][N:25]([C:34]5[CH:39]=[N:38][CH:37]=[CH:36][N:35]=5)[CH2:24][CH2:23]4)[CH2:18][CH2:17]3)[CH2:15][N:14]([C:28]([N:30]([CH3:32])[CH3:31])=[O:29])[C:11]2=[CH:12][CH:13]=1.